Predict which catalyst facilitates the given reaction. From a dataset of Catalyst prediction with 721,799 reactions and 888 catalyst types from USPTO. (1) Reactant: [CH3:1][O:2][C:3]1[C:14]([O:15][CH3:16])=[CH:13][C:6]2[CH2:7][C:8](=[O:12])[NH:9][CH:10]=[CH:11][C:5]=2[CH:4]=1. Product: [CH3:1][O:2][C:3]1[C:14]([O:15][CH3:16])=[CH:13][C:6]2[CH2:7][C:8](=[O:12])[NH:9][CH2:10][CH2:11][C:5]=2[CH:4]=1. The catalyst class is: 696. (2) Reactant: C([O-])([O-])=O.[Cs+].[Cs+].Cl[C:8]1[CH:9]=[N:10][CH:11]=[C:12]([Cl:16])[C:13]=1[CH:14]=[O:15].[S:17]1[CH:21]=[CH:20][N:19]=[C:18]1[SH:22]. The catalyst class is: 1. Product: [Cl:16][C:12]1[CH:11]=[N:10][CH:9]=[C:8]([S:22][C:18]2[S:17][CH:21]=[CH:20][N:19]=2)[C:13]=1[CH2:14][OH:15]. (3) Reactant: C[O:2][C:3]([C:5]1[C:9]([NH:10][C:11]([C:13]2[CH:18]=[CH:17][CH:16]=[C:15]([C:19]3[CH:20]=[N:21][N:22]([CH2:24][C:25]#[C:26][CH2:27][CH2:28][CH2:29][NH2:30])[CH:23]=3)[N:14]=2)=[O:12])=[CH:8][N:7]([CH3:31])[N:6]=1)=[O:4].O.[OH-].[Li+:34]. Product: [NH2:30][CH2:29][CH2:28][CH2:27][C:26]#[C:25][CH2:24][N:22]1[CH:23]=[C:19]([C:15]2[N:14]=[C:13]([C:11]([NH:10][C:9]3[C:5]([C:3]([O-:4])=[O:2])=[N:6][N:7]([CH3:31])[CH:8]=3)=[O:12])[CH:18]=[CH:17][CH:16]=2)[CH:20]=[N:21]1.[Li+:34]. The catalyst class is: 20. (4) Product: [Cl:27][C:28]1[CH:42]=[CH:41][C:31]2[N:32]=[C:33]([N:35]3[CH2:40][CH2:39][N:38]([CH2:3][CH:2]([OH:1])[CH2:4][N:5]4[C:13]5[CH2:12][CH2:11][N:10]([C:14](=[O:16])[CH3:15])[CH2:9][C:8]=5[C:7]([C:17]5[CH:22]=[CH:21][C:20]([C:23]([F:26])([F:25])[F:24])=[CH:19][CH:18]=5)=[N:6]4)[CH2:37][CH2:36]3)[S:34][C:30]=2[CH:29]=1. The catalyst class is: 14. Reactant: [O:1]1[CH2:3][CH:2]1[CH2:4][N:5]1[C:13]2[CH2:12][CH2:11][N:10]([C:14](=[O:16])[CH3:15])[CH2:9][C:8]=2[C:7]([C:17]2[CH:22]=[CH:21][C:20]([C:23]([F:26])([F:25])[F:24])=[CH:19][CH:18]=2)=[N:6]1.[Cl:27][C:28]1[CH:42]=[CH:41][C:31]2[N:32]=[C:33]([N:35]3[CH2:40][CH2:39][NH:38][CH2:37][CH2:36]3)[S:34][C:30]=2[CH:29]=1. (5) Reactant: [C:1]1([C:7]2[NH:8][C:9](=[O:18])[N:10]([CH:12]3[CH2:17][CH2:16][NH:15][CH2:14][CH2:13]3)[N:11]=2)[CH:6]=[CH:5][CH:4]=[CH:3][CH:2]=1.Cl[C:20]1[N:25]=[CH:24][N:23]=[C:22]([C:26]([C:28]2[CH:37]=[C:36]([CH3:38])[C:31]3[NH:32][C:33](=[O:35])[O:34][C:30]=3[CH:29]=2)=[O:27])[CH:21]=1.CCN(C(C)C)C(C)C. Product: [CH3:38][C:36]1[C:31]2[NH:32][C:33](=[O:35])[O:34][C:30]=2[CH:29]=[C:28]([C:26]([C:22]2[CH:21]=[C:20]([N:15]3[CH2:14][CH2:13][CH:12]([N:10]4[C:9](=[O:18])[NH:8][C:7]([C:1]5[CH:2]=[CH:3][CH:4]=[CH:5][CH:6]=5)=[N:11]4)[CH2:17][CH2:16]3)[N:25]=[CH:24][N:23]=2)=[O:27])[CH:37]=1. The catalyst class is: 3. (6) Reactant: [CH:1]1C2C[C@H]3N(CC4CC4)CC[C@]45[C@H](C(CC[C@@]34O)=O)OC(C=25)=C(O)C=1.C.[CH:27]1[C:32]2[CH2:33][C@H:34]3[N:39]([CH2:40][CH:41]4[CH2:43][CH2:42]4)[CH2:38][CH2:37][C@:36]45[C@H:44]([C:46]([CH2:48][CH2:49][C@@:35]34[OH:50])=[O:47])[O:45][C:30]([C:31]=25)=[C:29]([OH:51])[CH:28]=1.Cl. Product: [CH4:1].[CH:27]1[C:32]2[CH2:33][C@H:34]3[N:39]([CH2:40][CH:41]4[CH2:43][CH2:42]4)[CH2:38][CH2:37][C@:36]45[C@H:44]([C:46]([CH2:48][CH2:49][C@@:35]34[OH:50])=[O:47])[O:45][C:30]([C:31]=25)=[C:29]([OH:51])[CH:28]=1. The catalyst class is: 33. (7) Reactant: C(OC([NH:8][C@H:9]1[CH2:13][CH2:12][N:11]([CH2:14][C:15]2[CH:20]=[CH:19][C:18]([F:21])=[CH:17][CH:16]=2)[CH2:10]1)=O)(C)(C)C. Product: [NH2:8][C@H:9]1[CH2:13][CH2:12][N:11]([CH2:14][C:15]2[CH:20]=[CH:19][C:18]([F:21])=[CH:17][CH:16]=2)[CH2:10]1. The catalyst class is: 106. (8) Reactant: [CH2:1](O)[CH2:2]/[CH:3]=[CH:4]\[CH2:5][CH3:6].P(Br)(Br)Br.C(Br)C/C=C\CC.[NH:19]1[CH:23]=[CH:22][N:21]=[CH:20]1.[Na+].[I-]. Product: [CH2:1]([N:19]1[CH:23]=[CH:22][N:21]=[CH:20]1)[CH2:2]/[CH:3]=[CH:4]\[CH2:5][CH3:6]. The catalyst class is: 385. (9) The catalyst class is: 18. Product: [Cl:34][C:35]1[CH:43]=[CH:42][CH:41]=[C:40]([Cl:44])[C:36]=1[C:37]([NH:20][C@H:19]([C:21]([OH:23])=[O:22])[CH2:18][C:17]1[CH:25]=[CH:26][C:14]([CH2:13][CH2:12][CH2:11][C:9]2[CH:8]=[CH:7][CH:6]=[C:5]([NH:4][CH3:3])[N:10]=2)=[CH:15][CH:16]=1)=[O:38]. Reactant: Cl.Cl.[CH3:3][NH:4][C:5]1[N:10]=[C:9]([CH2:11][CH2:12][CH2:13][C:14]2[CH:26]=[CH:25][C:17]([CH2:18][C@@H:19]([C:21]([O:23]C)=[O:22])[NH2:20])=[CH:16][CH:15]=2)[CH:8]=[CH:7][CH:6]=1.CN1CCOCC1.[Cl:34][C:35]1[CH:43]=[CH:42][CH:41]=[C:40]([Cl:44])[C:36]=1[C:37](O)=[O:38].CN(C(ON1N=NC2C=CC=CC1=2)=[N+](C)C)C.[B-](F)(F)(F)F.[Li+].[OH-]. (10) Reactant: [C:1]([C:4]1[CH:9]=[N:8][N:7]2[CH:10]=[C:11]([C:13]3[CH:14]=[N:15][C:16]([CH2:19][NH:20][C:21](=[O:25])[CH2:22][O:23][CH3:24])=[CH:17][CH:18]=3)[CH:12]=[C:6]2[C:5]=1[NH:26][C@H:27]1[C@@H:31]([CH2:32][CH3:33])[CH2:30][N:29](C(OCC2C=CC=CC=2)=O)[CH2:28]1)(=[O:3])[NH2:2].[Si]([I:48])(C)(C)C. Product: [IH:48].[IH:48].[CH2:32]([C@H:31]1[CH2:30][NH:29][CH2:28][C@H:27]1[NH:26][C:5]1[C:6]2[N:7]([CH:10]=[C:11]([C:13]3[CH:14]=[N:15][C:16]([CH2:19][NH:20][C:21](=[O:25])[CH2:22][O:23][CH3:24])=[CH:17][CH:18]=3)[CH:12]=2)[N:8]=[CH:9][C:4]=1[C:1]([NH2:2])=[O:3])[CH3:33]. The catalyst class is: 10.